Dataset: Full USPTO retrosynthesis dataset with 1.9M reactions from patents (1976-2016). Task: Predict the reactants needed to synthesize the given product. (1) Given the product [F:27][C:17]([F:28])([C:18]1[CH:23]=[CH:22][CH:21]=[C:20]([N+:24]([O-:26])=[O:25])[CH:19]=1)[C:4]1[N:3]=[C:2]([NH:40][C:39]2[CH:38]=[CH:37][C:36]([N:33]3[CH2:32][CH2:31][N:30]([CH3:29])[CH2:35][CH2:34]3)=[CH:42][CH:41]=2)[N:10]=[C:9]2[C:5]=1[N:6]=[CH:7][N:8]2[CH:11]1[CH2:16][CH2:15][CH2:14][CH2:13][O:12]1, predict the reactants needed to synthesize it. The reactants are: Cl[C:2]1[N:10]=[C:9]2[C:5]([N:6]=[CH:7][N:8]2[CH:11]2[CH2:16][CH2:15][CH2:14][CH2:13][O:12]2)=[C:4]([C:17]([F:28])([F:27])[C:18]2[CH:23]=[CH:22][CH:21]=[C:20]([N+:24]([O-:26])=[O:25])[CH:19]=2)[N:3]=1.[CH3:29][N:30]1[CH2:35][CH2:34][N:33]([C:36]2[CH:42]=[CH:41][C:39]([NH2:40])=[CH:38][CH:37]=2)[CH2:32][CH2:31]1.C1(P(C2CCCCC2)C2C=CC=CC=2C2C(C(C)C)=CC(C(C)C)=CC=2C(C)C)CCCCC1.C(=O)([O-])[O-].[K+].[K+]. (2) Given the product [CH3:10][N:5]1[C:4]2[CH:11]=[CH:12][C:13]([C:15]3[CH:20]=[CH:19][CH:18]=[CH:17][CH:16]=3)=[CH:14][C:3]=2[C:2]([C:39]2[CH:38]=[CH:37][CH:36]=[C:35]([N+:32]([O-:34])=[O:33])[CH:40]=2)=[N:8][CH2:7][C:6]1=[O:9], predict the reactants needed to synthesize it. The reactants are: Cl[C:2]1[C:3]2[CH:14]=[C:13]([C:15]3[CH:20]=[CH:19][CH:18]=[CH:17][CH:16]=3)[CH:12]=[CH:11][C:4]=2[N:5]([CH3:10])[C:6](=[O:9])[CH2:7][N:8]=1.C(C1C=C(B(O)O)C=CC=1)=O.[N+:32]([C:35]1[CH:36]=[C:37](B(O)O)[CH:38]=[CH:39][CH:40]=1)([O-:34])=[O:33]. (3) Given the product [C:24]([O:23][C:22](=[O:28])[NH:21][C:11]1[CH:12]=[CH:13][C:14]([C:16]2[S:17][CH:18]=[CH:19][CH:20]=2)=[CH:15][C:10]=1[NH:9][C:7](=[O:8])[C:6]1[CH:5]=[CH:4][C:3]([CH:1]([OH:2])[CH3:31])=[CH:30][CH:29]=1)([CH3:26])([CH3:27])[CH3:25], predict the reactants needed to synthesize it. The reactants are: [CH:1]([C:3]1[CH:30]=[CH:29][C:6]([C:7]([NH:9][C:10]2[CH:15]=[C:14]([C:16]3[S:17][CH:18]=[CH:19][CH:20]=3)[CH:13]=[CH:12][C:11]=2[NH:21][C:22](=[O:28])[O:23][C:24]([CH3:27])([CH3:26])[CH3:25])=[O:8])=[CH:5][CH:4]=1)=[O:2].[CH3:31][Mg]Br. (4) Given the product [Cl:1][C:2]1[C:3]([O:11][CH2:19][C:20]#[N:21])=[C:4]([CH:7]=[C:8]([F:10])[CH:9]=1)[C:5]#[N:6], predict the reactants needed to synthesize it. The reactants are: [Cl:1][C:2]1[C:3]([OH:11])=[C:4]([CH:7]=[C:8]([F:10])[CH:9]=1)[C:5]#[N:6].C(=O)([O-])[O-].[K+].[K+].Cl[CH2:19][C:20]#[N:21]. (5) The reactants are: [F:1][C:2]1[C:10]([O:11]C)=[CH:9][C:5]2=[N:6][S:7][N:8]=[C:4]2[CH:3]=1.Br. Given the product [OH:11][C:10]1[C:2]([F:1])=[CH:3][C:4]2=[N:8][S:7][N:6]=[C:5]2[CH:9]=1, predict the reactants needed to synthesize it.